Dataset: Experimentally validated miRNA-target interactions with 360,000+ pairs, plus equal number of negative samples. Task: Binary Classification. Given a miRNA mature sequence and a target amino acid sequence, predict their likelihood of interaction. (1) The miRNA is mmu-miR-5107-5p with sequence UGGGCAGAGGAGGCAGGGACA. The protein sequence of the target gene is MKMKIQKKEKQLSKLRALNHSPMSDASVNFDYKSPSPFDCSPDQGENIEEAANHCLPHKNLYTTEEEADTLFSRKLTSHNGMEDSGGRGTGVKKKRKKKEPGEQEGTKGSKDREPKPKRKREPKEPKEPRRAKEPKRAKEPKETKQKDGVKKPRKHREASGTKEGKEKRSCTDYGSRTKSKKASREQGPTPVERKKKGKRKNETTVESLELDHSLPNPSLQSPEEPSESADSQKRRSGRQVKRRKYNEDLDFKVVDDDGETIAVLGAGRTSALSASTLAWQAEEPPEDDANIIEKILASK.... Result: 0 (no interaction). (2) The miRNA is hsa-miR-654-3p with sequence UAUGUCUGCUGACCAUCACCUU. The protein sequence of the target gene is MQAKKRYFILLSAGSCLALLFYFGGLQFRASRSHSRREEHSGRNGLHHPSPDHFWPRFPDALRPFVPWDQLENEDSSVHISPRQKRDANSSIYKGKKCRMESCFDFTLCKKNGFKVYVYPQQKGEKIAESYQNILAAIEGSRFYTSDPSQACLFVLSLDTLDRDQLSPQYVHNLRSKVQSLHLWNNGRNHLIFNLYSGTWPDYTEDVGFDIGQAMLAKASISTENFRPNFDVSIPLFSKDHPRTGGERGFLKFNTIPPLRKYMLVFKGKRYLTGIGSDTRNALYHVHNGEDVVLLTTCKH.... Result: 1 (interaction). (3) The miRNA is hsa-miR-125a-3p with sequence ACAGGUGAGGUUCUUGGGAGCC. The protein sequence of the target gene is MSIHIVALGNEGDTFHQDNRPSGLIRTYLGRSPLVSGDESSLLLNAASTVARPVFTEYQASAFGNVKLVVHDCPVWDIFDSDWYTSRNLIGGADIIVIKYNVNDKFSFHEVKDNYIPVIKRASNSVPVIIAAVGTRQNEELPCTCPLCTSDRGSCVTTTEGIQLAKELGATYLELHSLDDFYIGKYFGGVLEYFMIQALNQKTSEKMKKRKMTSSFHGIRPPQLEQPEKMPVLKAEASHYHSDLNNLLLCCQCVDVVFYHPEVTGVVEAHKIVLCSVSHVFMLLFNVKSPADIQDSSIIR.... Result: 0 (no interaction). (4) The miRNA is hsa-miR-514b-5p with sequence UUCUCAAGAGGGAGGCAAUCAU. The protein sequence of the target gene is MSQAWVPGLAPTLLFSLLAGPQKIAAKCGLILACPKGFKCCGDSCCQENELFPGPVRIFVIIFLVILSVFCICGLAKCFCRNCREPEPDSPVDCRGPLELPSIIPPERVRVSLSAPPPPYSEVILKPSLGPTPTEPPPPYSFRPEEYTGDQRGIDNPAF. Result: 1 (interaction). (5) The protein sequence of the target gene is MPGVANSGPSTSSRETANPCSRKKVHFGSIHDAVRAGDVKQLSEIVCLHWLLWHGADITHVTTRGWTASHIAAIRGQDACVQALIMNGANLTAQDDRGCTPLHLAATHGHSFTLQIMLRSGVDPSVTDKREWRPVHYAAFHGRLGCLQLLVKWGCSIEDVDYNGNLPVHLAAMEGHLHCFKFLVSRMSSATQVLKAFNDNGENVLDLAQRFFKQNILQFIQGAEYEGKDLEDQETLAFPGHVAAFKGDLGMLKKLVEDGVININERADNGSTPMHKAAGQGHIECLQWLIKMGADSNITN.... The miRNA is mmu-miR-6418-3p with sequence ACUGCAACCUCCUUUCUCCAGG. Result: 0 (no interaction). (6) The miRNA is mmu-miR-20a-5p with sequence UAAAGUGCUUAUAGUGCAGGUAG. Result: 0 (no interaction). The protein sequence of the target gene is MAVENNTQRSYSIIPCFIFVELVIMAGTVLLAYYFECTDTFQVHIQGFFCQDGDLMKPYPGTEEESFISPLVLYCVLAATPTAIIFIGEISMYFIKSTRESLIAEEKMILTGDCCYLSPLLRRIIRFIGVFAFGLFATDIFVNAGQVVTGHLTPYFLTVCQPNYTSTDCRAHQQFINNGNICTGDLEVIEKARRSFPSKHAALSIYSALYATMYITSTIKTKSSRLAKPVLCLGTLCTAFLTGLNRVSEYRNHCSDVIAGFILGTAVALFLGMCVVHNFRGTQGSPSKPKPEDPRGVPLM.... (7) The miRNA is hsa-miR-6765-5p with sequence GUGAGGCGGGGCCAGGAGGGUGUGU. The protein sequence of the target gene is MGMTRMLLECSLSDKLCVIQEKQYEVIIVPTLLVTIFLILLGVILWLFIREQRTQQQRSGPQGIAPVPPPRDLSWEAGHGGNVALPLKETSVENFLGATTPALAKLQVPREQLSEVLEQICSGSCGPIFRANMNTGDPSKPKSVILKALKEPAGLHEVQDFLGRIQFHQYLGKHKNLVQLEGCCTEKLPLYMVLEDVAQGDLLSFLWTCRRDVMTMDGLLYDLTEKQVYHIGKQVLLALEFLQEKHLFHGDVAARNILMQSDLTAKLCGLGLAYEVYTRGAISSTQTIPLKWLAPERLLL.... Result: 0 (no interaction). (8) The miRNA is hsa-miR-4777-5p with sequence UUCUAGAUGAGAGAUAUAUAUA. The protein sequence of the target gene is MSVMVVRKKVTRKWEKLPGRNTFCCDGRVMMARQKGIFYLTLFLILGTCTLFFAFECRYLAVQLSPAIPVFAAMLFLFSMATLLRTSFSDPGVIPRALPDEAAFIEMEIEATNGAVPQGQRPPPRIKNFQINNQIVKLKYCYTCKIFRPPRASHCSICDNCVERFDHHCPWVGNCVGKRNYRYFYLFILSLSLLTIYVFAFNIVYVALKSLKIGFLETLKETPGTVLEVLICFFTLWSVVGLTGFHTFLVALNQTTNEDIKGSWTGKNRVQNPYSHGNIVKNCCEVLCGPLPPSVLDRRG.... Result: 0 (no interaction). (9) The miRNA is hsa-miR-6878-3p with sequence CUGGCCUCUUCUUUCUCCUAG. The protein sequence of the target gene is MSELNTKTSPATNQAAGQEEKGKAGNVKKAEEEEEIDIDLTAPETEKAALAIQGKFRRFQKRKKDPSS. Result: 1 (interaction).